Dataset: Catalyst prediction with 721,799 reactions and 888 catalyst types from USPTO. Task: Predict which catalyst facilitates the given reaction. (1) Reactant: O1CCCCC1[O:7][C:8]1[CH:13]=[CH:12][C:11]([C@@H:14]2[CH2:19][CH2:18][O:17][CH2:16][C@H:15]2[NH:20][S:21]([CH:24]([CH3:26])[CH3:25])(=[O:23])=[O:22])=[CH:10][CH:9]=1.O.CC1C=CC(S([O-])(=O)=O)=CC=1.C1C=C[NH+]=CC=1. Product: [OH:7][C:8]1[CH:9]=[CH:10][C:11]([C@@H:14]2[CH2:19][CH2:18][O:17][CH2:16][C@H:15]2[NH:20][S:21]([CH:24]([CH3:26])[CH3:25])(=[O:23])=[O:22])=[CH:12][CH:13]=1. The catalyst class is: 5. (2) Reactant: Br[C:2]1[N:10]([CH2:11][C:12]2[CH:17]=[CH:16][C:15]([O:18][CH3:19])=[CH:14][CH:13]=2)[C:9]2[C:8](=[O:20])[N:7]3[C:21]([CH3:24])=[N:22][N:23]=[C:6]3[N:5]([CH2:25][CH2:26][CH2:27][CH2:28][CH3:29])[C:4]=2[N:3]=1.C([Sn](CCCC)(CCCC)[C:35]1[S:36][CH:37]=[CH:38][N:39]=1)CCC. Product: [CH3:19][O:18][C:15]1[CH:16]=[CH:17][C:12]([CH2:11][N:10]2[C:9]3[C:8](=[O:20])[N:7]4[C:21]([CH3:24])=[N:22][N:23]=[C:6]4[N:5]([CH2:25][CH2:26][CH2:27][CH2:28][CH3:29])[C:4]=3[N:3]=[C:2]2[C:35]2[S:36][CH:37]=[CH:38][N:39]=2)=[CH:13][CH:14]=1. The catalyst class is: 109. (3) Reactant: C1C=C[C:4]2N(O)N=N[C:5]=2[CH:6]=1.C1CCC(N=[C:18]=[N:19][CH:20]2CCCCC2)CC1.C(OC([N:33]1[CH2:38][CH2:37][CH2:36][CH2:35][C@H:34]1[C:39]([OH:41])=[O:40])=O)(C)(C)C.[CH3:42]NC.C[CH2:46][O:47]CC. Product: [CH3:18][N:19]([CH3:20])[C:46]([C@:34]1([C:39]([O:41][C:5]([CH3:4])([CH3:6])[CH3:42])=[O:40])[CH2:35][CH2:36][CH2:37][CH2:38][NH:33]1)=[O:47]. The catalyst class is: 2. (4) Reactant: [I-].[CH3:2][S+](C)(C)=O.[H-].[Na+].[S:9]1[C:17]2[CH:16]=[C:15]([CH:18]=[O:19])[N:14]=[CH:13][C:12]=2[O:11][CH2:10]1.O. Product: [O:19]1[CH2:2][CH:18]1[C:15]1[N:14]=[CH:13][C:12]2[O:11][CH2:10][S:9][C:17]=2[CH:16]=1. The catalyst class is: 197.